This data is from Forward reaction prediction with 1.9M reactions from USPTO patents (1976-2016). The task is: Predict the product of the given reaction. (1) Given the reactants [Cl:1][C:2]1[CH:7]=[C:6]([F:8])[CH:5]=[CH:4][C:3]=1[S:9]([CH:12]1[CH2:16][C@@H:15]([C:17]([OH:19])=O)[C@H:14]([CH2:20][O:21][C:22]2[CH:27]=[CH:26][C:25]([F:28])=[CH:24][CH:23]=2)[CH2:13]1)(=[O:11])=[O:10].[NH2:29][C:30]1([C:33]#[N:34])[CH2:32][CH2:31]1, predict the reaction product. The product is: [C:33]([C:30]1([NH:29][C:17]([C@@H:15]2[CH2:16][CH:12]([S:9]([C:3]3[CH:4]=[CH:5][C:6]([F:8])=[CH:7][C:2]=3[Cl:1])(=[O:11])=[O:10])[CH2:13][C@H:14]2[CH2:20][O:21][C:22]2[CH:27]=[CH:26][C:25]([F:28])=[CH:24][CH:23]=2)=[O:19])[CH2:32][CH2:31]1)#[N:34]. (2) The product is: [Cl:14]/[CH:15]=[CH:16]/[CH2:17][N:2]([CH2:3][C:4]1[C:13]2[C:8](=[CH:9][CH:10]=[CH:11][CH:12]=2)[CH:7]=[CH:6][CH:5]=1)[CH3:1]. Given the reactants [CH3:1][NH:2][CH2:3][C:4]1[C:13]2[C:8](=[CH:9][CH:10]=[CH:11][CH:12]=2)[CH:7]=[CH:6][CH:5]=1.[Cl:14][CH:15]=[CH:16][CH2:17]Cl.C(=O)([O-])[O-].[K+].[K+], predict the reaction product. (3) Given the reactants [CH3:1][C@@H:2]1[CH2:7][O:6][CH2:5][CH2:4][N:3]1[C:8]1[N:16]=[C:15]2[C:11]([N:12]=[CH:13][N:14]2[CH:17]2[CH2:22][CH2:21][CH2:20][CH2:19][O:18]2)=[C:10]([N:23]2[CH2:28][CH2:27][O:26][CH2:25][C@H:24]2[CH3:29])[N:9]=1.[Br:30]C(Br)(Cl)C(Cl)(Cl)Cl, predict the reaction product. The product is: [Br:30][C:13]1[N:14]([CH:17]2[CH2:22][CH2:21][CH2:20][CH2:19][O:18]2)[C:15]2[C:11]([N:12]=1)=[C:10]([N:23]1[CH2:28][CH2:27][O:26][CH2:25][C@H:24]1[CH3:29])[N:9]=[C:8]([N:3]1[CH2:4][CH2:5][O:6][CH2:7][C@H:2]1[CH3:1])[N:16]=2. (4) Given the reactants [C:1]1([C:7]2[C:11]([CH2:12][CH2:13][CH3:14])=[C:10]([C:15]([OH:17])=O)[O:9][N:8]=2)[CH:6]=[CH:5][CH:4]=[CH:3][CH:2]=1.[Li].O/[N:20]=[C:21](/[C:23]1[CH:40]=[CH:39][C:26]([CH2:27][N:28]2[CH2:31][CH:30]([C:32]([O:34][C:35]([CH3:38])([CH3:37])[CH3:36])=[O:33])[CH2:29]2)=[CH:25][CH:24]=1)\[NH2:22].C1C=CC2N(O)N=NC=2C=1.C(N(C(C)C)CC)(C)C.C(Cl)CCl, predict the reaction product. The product is: [C:1]1([C:7]2[C:11]([CH2:12][CH2:13][CH3:14])=[C:10]([C:15]3[O:17][N:22]=[C:21]([C:23]4[CH:24]=[CH:25][C:26]([CH2:27][N:28]5[CH2:29][CH:30]([C:32]([O:34][C:35]([CH3:36])([CH3:38])[CH3:37])=[O:33])[CH2:31]5)=[CH:39][CH:40]=4)[N:20]=3)[O:9][N:8]=2)[CH:2]=[CH:3][CH:4]=[CH:5][CH:6]=1. (5) Given the reactants [NH2:1][C:2]1[CH:3]=[C:4]([CH:7]=[CH:8][CH:9]=1)[CH:5]=[O:6].[Cl:10][C:11]1[CH:16]=[CH:15][C:14]([N:17]=[C:18]=[O:19])=[CH:13][CH:12]=1, predict the reaction product. The product is: [Cl:10][C:11]1[CH:16]=[CH:15][C:14]([NH:17][C:18]([NH:1][C:2]2[CH:9]=[CH:8][CH:7]=[C:4]([CH:5]=[O:6])[CH:3]=2)=[O:19])=[CH:13][CH:12]=1. (6) Given the reactants C(Cl)(=O)C(Cl)=O.[F:7][C:8]([F:22])([F:21])[CH2:9][CH2:10][O:11][C:12]1[CH:20]=[CH:19][C:15]([C:16]([OH:18])=O)=[CH:14][CH:13]=1.[OH-].[Na+].Cl.[NH2:26][CH:27]([CH2:31][C:32]1[CH:37]=[CH:36][C:35]([O:38][C:39]([F:42])([F:41])[F:40])=[CH:34][CH:33]=1)[C:28]([OH:30])=[O:29], predict the reaction product. The product is: [F:40][C:39]([F:41])([F:42])[O:38][C:35]1[CH:34]=[CH:33][C:32]([CH2:31][CH:27]([NH:26][C:16](=[O:18])[C:15]2[CH:14]=[CH:13][C:12]([O:11][CH2:10][CH2:9][C:8]([F:7])([F:22])[F:21])=[CH:20][CH:19]=2)[C:28]([OH:30])=[O:29])=[CH:37][CH:36]=1. (7) The product is: [F:23][C:24]1[N:25]=[CH:26][C:27]([C:2]2[CH:3]=[C:4]([CH:9]=[C:10]([C:12](=[O:22])[N:13]([CH3:21])[CH2:14][C:15]3[S:16][CH:17]=[C:18]([CH3:20])[N:19]=3)[CH:11]=2)[C:5]([OH:7])=[O:6])=[CH:28][CH:29]=1. Given the reactants Br[C:2]1[CH:3]=[C:4]([CH:9]=[C:10]([C:12](=[O:22])[N:13]([CH3:21])[CH2:14][C:15]2[S:16][CH:17]=[C:18]([CH3:20])[N:19]=2)[CH:11]=1)[C:5]([O:7]C)=[O:6].[F:23][C:24]1[CH:29]=[CH:28][C:27](B2OC(C)(C)C(C)(C)O2)=[CH:26][N:25]=1, predict the reaction product.